Dataset: Full USPTO retrosynthesis dataset with 1.9M reactions from patents (1976-2016). Task: Predict the reactants needed to synthesize the given product. (1) Given the product [CH2:1]([O:8][C:9]1[CH:14]=[CH:13][C:12]([C:26]2[CH:25]=[CH:24][C:23]([O:22][C:21]([F:20])([F:32])[F:33])=[CH:28][CH:27]=2)=[CH:11][C:10]=1[CH2:16][C:17]([OH:19])=[O:18])[C:2]1[CH:7]=[CH:6][CH:5]=[CH:4][CH:3]=1, predict the reactants needed to synthesize it. The reactants are: [CH2:1]([O:8][C:9]1[CH:14]=[CH:13][C:12](Br)=[CH:11][C:10]=1[CH2:16][C:17]([OH:19])=[O:18])[C:2]1[CH:7]=[CH:6][CH:5]=[CH:4][CH:3]=1.[F:20][C:21]([F:33])([F:32])[O:22][C:23]1[CH:28]=[CH:27][C:26](B(O)O)=[CH:25][CH:24]=1.C(=O)([O-])[O-].[K+].[K+].O1CCOCC1. (2) Given the product [C:1]([O:4][C@@H:5]([C@@H:35]1[C@@H:39]([O:40][C:41](=[O:43])[CH3:42])[C@@H:38]([O:44][C:45](=[O:47])[CH3:46])[C@H:37]([N:48]2[CH:53]=[CH:52][C:51](=[O:54])[NH:50][C:49]2=[O:55])[O:36]1)[CH:6]([NH:7][CH2:8][CH2:9][CH2:10][NH:11][C:12](=[O:29])[C@@H:13]([NH2:14])[CH2:25][CH:26]([CH3:27])[CH3:28])[C:30]([O:32][CH2:33][CH3:34])=[O:31])(=[O:3])[CH3:2], predict the reactants needed to synthesize it. The reactants are: [C:1]([O:4][C@@H:5]([C@@H:35]1[C@@H:39]([O:40][C:41](=[O:43])[CH3:42])[C@@H:38]([O:44][C:45](=[O:47])[CH3:46])[C@H:37]([N:48]2[CH:53]=[CH:52][C:51](=[O:54])[NH:50][C:49]2=[O:55])[O:36]1)[CH:6]([C:30]([O:32][CH2:33][CH3:34])=[O:31])[NH:7][CH2:8][CH2:9][CH2:10][NH:11][C:12](=[O:29])[C@H:13]([CH2:25][CH:26]([CH3:28])[CH3:27])[NH:14]C(=O)OCC1C=CC=CC=1)(=[O:3])[CH3:2]. (3) Given the product [F:1][C:2]1[CH:3]=[C:4]([CH2:8][CH:9]([OH:26])[CH2:10][CH2:11][CH:12]2[N:13]([CH2:18][CH2:19][CH2:20][CH2:21][CH2:22][CH2:23][C:24]3[N:27]=[N:28][NH:29][N:25]=3)[C:14](=[O:17])[CH2:15][CH2:16]2)[CH:5]=[CH:6][CH:7]=1, predict the reactants needed to synthesize it. The reactants are: [F:1][C:2]1[CH:3]=[C:4]([CH2:8][CH:9]([OH:26])[CH2:10][CH2:11][CH:12]2[CH2:16][CH2:15][C:14](=[O:17])[N:13]2[CH2:18][CH2:19][CH2:20][CH2:21][CH2:22][CH2:23][C:24]#[N:25])[CH:5]=[CH:6][CH:7]=1.[N:27]([Si](C)(C)C)=[N+:28]=[N-:29].C([Sn](=O)CCCC)CCC. (4) The reactants are: [N:1]([CH2:4][C:5]1[N:9]2[N:10]=[C:11]([C:14]3[CH:19]=[CH:18][CH:17]=[CH:16][CH:15]=3)[CH:12]=[N:13][C:8]2=[N:7][N:6]=1)=[N+]=[N-].C1COCC1.C1(P(C2C=CC=CC=2)C2C=CC=CC=2)C=CC=CC=1.O. Given the product [C:14]1([C:11]2[CH:12]=[N:13][C:8]3[N:9]([C:5]([CH2:4][NH2:1])=[N:6][N:7]=3)[N:10]=2)[CH:15]=[CH:16][CH:17]=[CH:18][CH:19]=1, predict the reactants needed to synthesize it. (5) Given the product [CH:1]1([C:5]2[C:10]([O:11][CH2:24][C:25]3[CH:32]=[CH:31][C:28]([C:29]#[N:30])=[CH:27][CH:26]=3)=[C:9]([F:12])[C:8]([C:13]3[CH:22]=[N:21][C:20]4[NH:19][CH2:18][CH2:17][O:16][C:15]=4[CH:14]=3)=[CH:7][CH:6]=2)[CH2:2][CH2:3][CH2:4]1, predict the reactants needed to synthesize it. The reactants are: [CH:1]1([C:5]2[C:10]([OH:11])=[C:9]([F:12])[C:8]([C:13]3[CH:22]=[N:21][C:20]4[NH:19][CH2:18][CH2:17][O:16][C:15]=4[CH:14]=3)=[CH:7][CH:6]=2)[CH2:4][CH2:3][CH2:2]1.Br[CH2:24][C:25]1[CH:32]=[CH:31][C:28]([C:29]#[N:30])=[CH:27][CH:26]=1. (6) Given the product [NH:10]1[CH2:7][CH2:6][O:15][CH2:13][CH2:11]1.[CH3:16][N:17]([CH3:20])[CH2:18][CH2:4][CH2:9][N:8]=[C:7]=[N:10][CH2:11][CH3:12], predict the reactants needed to synthesize it. The reactants are: [N+]([C:4]1C=[C:6]2[CH:12]=[C:11]([C:13]([OH:15])=O)[NH:10][C:7]2=[N:8][CH:9]=1)([O-])=O.[CH3:16][N:17]([CH3:20])[CH:18]=O. (7) Given the product [CH3:19][C:16]1([CH3:18])[CH2:17][CH:15]1[CH:13]([OH:14])[C@@H:12]([NH:11][C:1](=[O:3])[O:2][C:15]([CH3:17])([CH3:16])[CH3:13])[CH3:20], predict the reactants needed to synthesize it. The reactants are: [CH:1]([OH:3])=[O:2].C([N:11](CC1C=CC=CC=1)[C@@H:12]([CH3:20])[C@H:13]([CH:15]1[CH2:17][C:16]1([CH3:19])[CH3:18])[OH:14])C1C=CC=CC=1. (8) Given the product [NH2:42][C:39]1[N:40]=[CH:41][C:36]([C:25]2[N:24]=[C:23]3[C:28]([N:29]=[C:21]([N:17]4[CH2:18][CH2:19][N:20]([C:55](=[O:59])[C@@H:56]([OH:57])[CH3:58])[C@@H:15]([CH2:13][CH3:14])[CH2:16]4)[N:22]3[CH2:43][C:44]([F:47])([F:46])[F:45])=[C:27]([N:30]3[CH2:31][CH2:32][O:33][CH2:34][CH2:35]3)[N:26]=2)=[CH:37][N:38]=1, predict the reactants needed to synthesize it. The reactants are: Cl.C(N=C=NCCCN(C)C)C.[CH2:13]([C@@H:15]1[NH:20][CH2:19][CH2:18][N:17]([C:21]2[N:22]([CH2:43][C:44]([F:47])([F:46])[F:45])[C:23]3[C:28]([N:29]=2)=[C:27]([N:30]2[CH2:35][CH2:34][O:33][CH2:32][CH2:31]2)[N:26]=[C:25]([C:36]2[CH:37]=[N:38][C:39]([NH2:42])=[N:40][CH:41]=2)[N:24]=3)[CH2:16]1)[CH3:14].C(N(CC)CC)C.[C:55](O)(=[O:59])[C@H:56]([CH3:58])[OH:57].ON1C2C=CC=CC=2N=N1. (9) Given the product [F:1][C:2]([F:7])([F:6])[C:3]([OH:5])=[O:4].[CH2:8]([S:10]([N:13]1[CH2:18][CH2:17][CH:16]([C:19]2[C:27]3[C:22](=[C:23]([C:38]([NH2:40])=[O:39])[CH:24]=[C:25]([C:28]4[CH:33]=[C:32]([CH2:34][N:35]5[CH2:3][CH2:2][CH2:41][CH2:36]5)[CH:31]=[C:30]([F:37])[CH:29]=4)[CH:26]=3)[NH:21][CH:20]=2)[CH2:15][CH2:14]1)(=[O:11])=[O:12])[CH3:9], predict the reactants needed to synthesize it. The reactants are: [F:1][C:2]([F:7])([F:6])[C:3]([OH:5])=[O:4].[CH2:8]([S:10]([N:13]1[CH2:18][CH2:17][CH:16]([C:19]2[C:27]3[C:22](=[C:23]([C:38]([NH2:40])=[O:39])[CH:24]=[C:25]([C:28]4[CH:33]=[C:32]([CH2:34][NH:35][CH3:36])[CH:31]=[C:30]([F:37])[CH:29]=4)[CH:26]=3)[NH:21][CH:20]=2)[CH2:15][CH2:14]1)(=[O:12])=[O:11])[CH3:9].[CH3:41]N.